Dataset: Forward reaction prediction with 1.9M reactions from USPTO patents (1976-2016). Task: Predict the product of the given reaction. (1) Given the reactants [NH:1]1[C:9]2[C:4](=[CH:5][CH:6]=[CH:7][CH:8]=2)[CH:3]=[N:2]1.[H-].[Na+].Br[CH2:13][C:14]([O:16][CH3:17])=[O:15], predict the reaction product. The product is: [N:1]1([CH2:13][C:14]([O:16][CH3:17])=[O:15])[C:9]2[C:4](=[CH:5][CH:6]=[CH:7][CH:8]=2)[CH:3]=[N:2]1. (2) Given the reactants Br[C:2]1[CH:7]=[CH:6][C:5]([CH:8]([O:12][CH2:13][CH3:14])[O:9][CH2:10][CH3:11])=[C:4]([F:15])[CH:3]=1.[Li]CCCC.[CH3:21][C:22]([CH3:24])=[O:23], predict the reaction product. The product is: [CH2:10]([O:9][CH:8]([O:12][CH2:13][CH3:14])[C:5]1[CH:6]=[CH:7][C:2]([C:22]([OH:23])([CH3:24])[CH3:21])=[CH:3][C:4]=1[F:15])[CH3:11]. (3) Given the reactants Br[C:2]1[CH:3]=[CH:4][C:5]([Cl:12])=[C:6]([C:8]([F:11])([F:10])[F:9])[CH:7]=1.[CH2:13]([N:20]1[CH2:25][CH2:24][C:23](=[O:26])[CH2:22][CH2:21]1)[C:14]1[CH:19]=[CH:18][CH:17]=[CH:16][CH:15]=1, predict the reaction product. The product is: [CH2:13]([N:20]1[CH2:25][CH2:24][C:23]([C:2]2[CH:3]=[CH:4][C:5]([Cl:12])=[C:6]([C:8]([F:11])([F:10])[F:9])[CH:7]=2)([OH:26])[CH2:22][CH2:21]1)[C:14]1[CH:15]=[CH:16][CH:17]=[CH:18][CH:19]=1. (4) The product is: [CH2:1]([N:8]1[CH2:13][C:12](=[O:14])[NH:11][CH:10]([CH2:15][C:16]2[CH:21]=[CH:20][CH:19]=[CH:18][C:17]=2[C:24]2[CH:29]=[CH:28][CH:27]=[CH:26][CH:25]=2)[C:9]1=[O:23])[C:2]1[CH:7]=[CH:6][CH:5]=[CH:4][CH:3]=1. Given the reactants [CH2:1]([N:8]1[CH2:13][C:12](=[O:14])[NH:11][C@H:10]([CH2:15][C:16]2[CH:21]=[CH:20][CH:19]=[CH:18][C:17]=2Br)[C:9]1=[O:23])[C:2]1[CH:7]=[CH:6][CH:5]=[CH:4][CH:3]=1.[C:24]1(B(O)O)[CH:29]=[CH:28][CH:27]=[CH:26][CH:25]=1.C(=O)([O-])[O-].[Na+].[Na+].COCCOC, predict the reaction product. (5) Given the reactants [CH3:1][C:2]1[C:11]2[C:6](=[CH:7][CH:8]=[CH:9][CH:10]=2)[C:5]([C:12]#[N:13])=[CH:4][CH:3]=1.[Br:14]N1C(=O)CCC1=O, predict the reaction product. The product is: [Br:14][CH2:1][C:2]1[C:11]2[C:6](=[CH:7][CH:8]=[CH:9][CH:10]=2)[C:5]([C:12]#[N:13])=[CH:4][CH:3]=1. (6) Given the reactants [Cl:1][C:2]1[C:7]([C:8]#[N:9])=[CH:6][C:5]([F:10])=[C:4](Cl)[N:3]=1.[CH2:12]([NH2:17])[C:13]([CH3:16])([CH3:15])[CH3:14].C(N(CC)CC)C, predict the reaction product. The product is: [Cl:1][C:2]1[N:3]=[C:4]([NH:17][CH2:12][C:13]([CH3:16])([CH3:15])[CH3:14])[C:5]([F:10])=[CH:6][C:7]=1[C:8]#[N:9]. (7) Given the reactants Cl[C:2]1[N:7]=[N:6][CH:5]=[C:4]([C:8]2[N:9]=[N:10][CH:11]=[CH:12][C:13]=2[CH3:14])[CH:3]=1.O.[NH2:16][NH2:17], predict the reaction product. The product is: [NH:16]([C:2]1[N:7]=[N:6][CH:5]=[C:4]([C:8]2[N:9]=[N:10][CH:11]=[CH:12][C:13]=2[CH3:14])[CH:3]=1)[NH2:17]. (8) Given the reactants [CH3:1][N:2]1[C:7](=[O:8])[C:6]([NH:9][C:10]2[CH:15]=[CH:14][C:13]([N:16]3[CH2:21][CH2:20][N:19]([CH:22]4[CH2:25][O:24][CH2:23]4)[CH2:18][C@@H:17]3[CH3:26])=[CH:12][N:11]=2)=[CH:5][C:4]([C:27]2[C:32]([CH:33]=[O:34])=[C:31]([N:35]3[C:47](=[O:48])[C:39]4=[CH:40][N:41]5[C:46]([CH2:45][CH2:44][CH2:43][CH2:42]5)=[C:38]4[CH:37]=[N:36]3)[N:30]=[CH:29][CH:28]=2)=[CH:3]1.[BH4-].[Na+], predict the reaction product. The product is: [OH:34][CH2:33][C:32]1[C:31]([N:35]2[C:47](=[O:48])[C:39]3=[CH:40][N:41]4[C:46]([CH2:45][CH2:44][CH2:43][CH2:42]4)=[C:38]3[CH:37]=[N:36]2)=[N:30][CH:29]=[CH:28][C:27]=1[C:4]1[CH:5]=[C:6]([NH:9][C:10]2[CH:15]=[CH:14][C:13]([N:16]3[CH2:21][CH2:20][N:19]([CH:22]4[CH2:23][O:24][CH2:25]4)[CH2:18][C@@H:17]3[CH3:26])=[CH:12][N:11]=2)[C:7](=[O:8])[N:2]([CH3:1])[CH:3]=1. (9) Given the reactants [CH3:1][O:2][C:3]1[CH:4]=[C:5]2[C:10](=[CH:11][C:12]=1[O:13][CH3:14])[N:9]=[CH:8][CH:7]=[C:6]2[O:15][C:16]1[C:22]([CH3:23])=[CH:21][C:19]([NH2:20])=[C:18]([CH3:24])[CH:17]=1.Cl[C:26](Cl)([O:28][C:29](=[O:35])OC(Cl)(Cl)Cl)Cl.[CH2:37](O)[CH:38]=C.C(=O)(O)[O-].[Na+], predict the reaction product. The product is: [CH3:1][O:2][C:3]1[CH:4]=[C:5]2[C:10](=[CH:11][C:12]=1[O:13][CH3:14])[N:9]=[CH:8][CH:7]=[C:6]2[O:15][C:16]1[C:22]([CH3:23])=[CH:21][C:19]([NH:20][C:29](=[O:35])[O:28][CH2:26][CH:37]=[CH2:38])=[C:18]([CH3:24])[CH:17]=1.